From a dataset of Forward reaction prediction with 1.9M reactions from USPTO patents (1976-2016). Predict the product of the given reaction. Given the reactants [CH3:1][NH:2][CH3:3].[N+:4]([C:7]1[CH:12]=[CH:11][CH:10]=[CH:9][C:8]=1[S:13](Cl)(=[O:15])=[O:14])([O-:6])=[O:5], predict the reaction product. The product is: [N+:4]([C:7]1[CH:12]=[CH:11][CH:10]=[CH:9][C:8]=1[S:13]([N:2]([CH3:3])[CH3:1])(=[O:15])=[O:14])([O-:6])=[O:5].